This data is from Rat liver microsome stability data. The task is: Regression/Classification. Given a drug SMILES string, predict its absorption, distribution, metabolism, or excretion properties. Task type varies by dataset: regression for continuous measurements (e.g., permeability, clearance, half-life) or binary classification for categorical outcomes (e.g., BBB penetration, CYP inhibition). Dataset: rlm. (1) The drug is CC(=O)c1c(C)[nH]c(C(=O)Nc2ccc(OCCCN(C)C)c(S(=O)(=O)Nc3ccc(Br)cc3)c2)c1C. The result is 0 (unstable in rat liver microsomes). (2) The compound is Nc1nc(N)c2c(OCC3CCN(Cc4ccccc4F)CC3)cccc2n1. The result is 0 (unstable in rat liver microsomes). (3) The molecule is CC(C)c1cc(N2CC[C@@H](N)C2)nc(N)n1. The result is 0 (unstable in rat liver microsomes). (4) The molecule is COc1nc(NC(=O)C2(NC(=O)c3ccc4c(C5CCCC5)c(-c5ccccn5)n(C)c4c3)CCC2)ccc1C=CC(=O)O. The result is 1 (stable in rat liver microsomes).